This data is from NCI-60 drug combinations with 297,098 pairs across 59 cell lines. The task is: Regression. Given two drug SMILES strings and cell line genomic features, predict the synergy score measuring deviation from expected non-interaction effect. (1) Drug 1: C1=CN(C(=O)N=C1N)C2C(C(C(O2)CO)O)O.Cl. Drug 2: COC1=NC(=NC2=C1N=CN2C3C(C(C(O3)CO)O)O)N. Cell line: RXF 393. Synergy scores: CSS=-0.413, Synergy_ZIP=-0.928, Synergy_Bliss=-3.09, Synergy_Loewe=-5.87, Synergy_HSA=-5.78. (2) Drug 1: CCC(=C(C1=CC=CC=C1)C2=CC=C(C=C2)OCCN(C)C)C3=CC=CC=C3.C(C(=O)O)C(CC(=O)O)(C(=O)O)O. Drug 2: CN1C2=C(C=C(C=C2)N(CCCl)CCCl)N=C1CCCC(=O)O.Cl. Cell line: K-562. Synergy scores: CSS=6.55, Synergy_ZIP=3.56, Synergy_Bliss=3.55, Synergy_Loewe=2.51, Synergy_HSA=2.94. (3) Drug 1: C1=NNC2=C1C(=O)NC=N2. Drug 2: C1CCC(C(C1)N)N.C(=O)(C(=O)[O-])[O-].[Pt+4]. Cell line: TK-10. Synergy scores: CSS=22.1, Synergy_ZIP=-5.48, Synergy_Bliss=5.79, Synergy_Loewe=-6.60, Synergy_HSA=2.48. (4) Drug 1: CC(C)(C#N)C1=CC(=CC(=C1)CN2C=NC=N2)C(C)(C)C#N. Cell line: OVCAR-5. Synergy scores: CSS=23.8, Synergy_ZIP=2.14, Synergy_Bliss=5.49, Synergy_Loewe=6.22, Synergy_HSA=5.00. Drug 2: CCN(CC)CCCC(C)NC1=C2C=C(C=CC2=NC3=C1C=CC(=C3)Cl)OC. (5) Drug 1: C1=CC(=CC=C1CCC2=CNC3=C2C(=O)NC(=N3)N)C(=O)NC(CCC(=O)O)C(=O)O. Drug 2: C1=NC2=C(N=C(N=C2N1C3C(C(C(O3)CO)O)F)Cl)N. Cell line: K-562. Synergy scores: CSS=42.0, Synergy_ZIP=-10.3, Synergy_Bliss=-15.1, Synergy_Loewe=-9.85, Synergy_HSA=-6.87.